This data is from NCI-60 drug combinations with 297,098 pairs across 59 cell lines. The task is: Regression. Given two drug SMILES strings and cell line genomic features, predict the synergy score measuring deviation from expected non-interaction effect. (1) Drug 1: C1CCN(CC1)CCOC2=CC=C(C=C2)C(=O)C3=C(SC4=C3C=CC(=C4)O)C5=CC=C(C=C5)O. Drug 2: C#CCC(CC1=CN=C2C(=N1)C(=NC(=N2)N)N)C3=CC=C(C=C3)C(=O)NC(CCC(=O)O)C(=O)O. Cell line: K-562. Synergy scores: CSS=18.0, Synergy_ZIP=1.15, Synergy_Bliss=3.23, Synergy_Loewe=6.77, Synergy_HSA=6.63. (2) Drug 1: COC1=CC(=CC(=C1O)OC)C2C3C(COC3=O)C(C4=CC5=C(C=C24)OCO5)OC6C(C(C7C(O6)COC(O7)C8=CC=CS8)O)O. Drug 2: CC1CCC2CC(C(=CC=CC=CC(CC(C(=O)C(C(C(=CC(C(=O)CC(OC(=O)C3CCCCN3C(=O)C(=O)C1(O2)O)C(C)CC4CCC(C(C4)OC)OCCO)C)C)O)OC)C)C)C)OC. Cell line: HL-60(TB). Synergy scores: CSS=75.2, Synergy_ZIP=12.9, Synergy_Bliss=13.1, Synergy_Loewe=7.16, Synergy_HSA=13.5. (3) Drug 1: C1=C(C(=O)NC(=O)N1)F. Drug 2: C1C(C(OC1N2C=NC3=C2NC=NCC3O)CO)O. Synergy scores: CSS=13.9, Synergy_ZIP=-6.53, Synergy_Bliss=-6.70, Synergy_Loewe=-7.54, Synergy_HSA=-5.14. Cell line: HOP-92. (4) Drug 1: C1C(C(OC1N2C=C(C(=O)NC2=O)F)CO)O. Drug 2: CS(=O)(=O)OCCCCOS(=O)(=O)C. Cell line: HT29. Synergy scores: CSS=25.1, Synergy_ZIP=0.658, Synergy_Bliss=1.46, Synergy_Loewe=-14.9, Synergy_HSA=0.470. (5) Drug 1: CC1=CC2C(CCC3(C2CCC3(C(=O)C)OC(=O)C)C)C4(C1=CC(=O)CC4)C. Drug 2: CC1C(C(CC(O1)OC2CC(OC(C2O)C)OC3=CC4=CC5=C(C(=O)C(C(C5)C(C(=O)C(C(C)O)O)OC)OC6CC(C(C(O6)C)O)OC7CC(C(C(O7)C)O)OC8CC(C(C(O8)C)O)(C)O)C(=C4C(=C3C)O)O)O)O. Cell line: K-562. Synergy scores: CSS=6.23, Synergy_ZIP=3.40, Synergy_Bliss=5.04, Synergy_Loewe=2.95, Synergy_HSA=3.94.